This data is from Catalyst prediction with 721,799 reactions and 888 catalyst types from USPTO. The task is: Predict which catalyst facilitates the given reaction. (1) Reactant: Br[C:2]1[CH:3]=[C:4]([CH:9]=[CH:10][C:11]=1[O:12][CH:13]1[CH2:15][CH2:14]1)[C:5]([O:7][CH3:8])=[O:6].[CH3:16][O:17][C:18]1[CH:23]=[CH:22][C:21]([CH2:24][SH:25])=[CH:20][CH:19]=1.CC1(C)C2C(=C(P(C3C=CC=CC=3)C3C=CC=CC=3)C=CC=2)OC2C(P(C3C=CC=CC=3)C3C=CC=CC=3)=CC=CC1=2.CCN(C(C)C)C(C)C.N#N. Product: [CH:13]1([O:12][C:11]2[CH:10]=[CH:9][C:4]([C:5]([O:7][CH3:8])=[O:6])=[CH:3][C:2]=2[S:25][CH2:24][C:21]2[CH:22]=[CH:23][C:18]([O:17][CH3:16])=[CH:19][CH:20]=2)[CH2:15][CH2:14]1. The catalyst class is: 101. (2) Reactant: [NH2:1][C:2]1[N:10]=[CH:9][N:8]=[C:7]2[C:3]=1[N:4]([C:17]1[CH:22]=[CH:21][C:20]([CH3:23])=[C:19]([O:24][CH3:25])[CH:18]=1)[C:5](=[O:16])[N:6]2[C@@H:11]1[CH2:15][CH2:14][NH:13][CH2:12]1.Cl.[CH3:27][N:28]([CH3:35])[CH2:29]/[CH:30]=[CH:31]/[C:32](O)=[O:33].CCN(C(C)C)C(C)C.CN(C(ON1N=NC2C=CC=CC1=2)=[N+](C)C)C.F[P-](F)(F)(F)(F)F. Product: [NH2:1][C:2]1[N:10]=[CH:9][N:8]=[C:7]2[C:3]=1[N:4]([C:17]1[CH:22]=[CH:21][C:20]([CH3:23])=[C:19]([O:24][CH3:25])[CH:18]=1)[C:5](=[O:16])[N:6]2[C@@H:11]1[CH2:15][CH2:14][N:13]([C:32](=[O:33])/[CH:31]=[CH:30]/[CH2:29][N:28]([CH3:35])[CH3:27])[CH2:12]1. The catalyst class is: 3. (3) Reactant: [NH2:1][C:2]1[CH:7]=[CH:6][C:5]([NH:8][C:9]2[N:14]=[CH:13][C:12]([CH2:15][C:16]([NH2:18])=[O:17])=[C:11]([NH:19][CH2:20][C:21]3[CH:26]=[CH:25][CH:24]=[CH:23][CH:22]=3)[CH:10]=2)=[CH:4][CH:3]=1.[CH:27]([N:30]=[C:31]=[O:32])([CH3:29])[CH3:28].O. Product: [CH2:20]([NH:19][C:11]1[CH:10]=[C:9]([NH:8][C:5]2[CH:4]=[CH:3][C:2]([NH:1][C:31](=[O:32])[NH:30][CH:27]([CH3:29])[CH3:28])=[CH:7][CH:6]=2)[N:14]=[CH:13][C:12]=1[CH2:15][C:16]([NH2:18])=[O:17])[C:21]1[CH:22]=[CH:23][CH:24]=[CH:25][CH:26]=1. The catalyst class is: 7. (4) Reactant: [NH:1]1[CH2:6][CH2:5][CH:4]([N:7]2[C:15]3[C:10](=[N:11][CH:12]=[CH:13][CH:14]=3)[NH:9][C:8]2=[O:16])[CH2:3][CH2:2]1.[CH2:17]([O:24][C:25]1[C:30]([CH3:31])=[CH:29][C:28]([C:32]([C:34]2[CH:39]=[C:38](Cl)[N:37]=[CH:36][N:35]=2)=[O:33])=[CH:27][C:26]=1[CH3:41])[C:18]1[CH:23]=[CH:22][CH:21]=[CH:20][CH:19]=1. Product: [CH2:17]([O:24][C:25]1[C:26]([CH3:41])=[CH:27][C:28]([C:32]([C:34]2[N:35]=[CH:36][N:37]=[C:38]([N:1]3[CH2:2][CH2:3][CH:4]([N:7]4[C:15]5[C:10](=[N:11][CH:12]=[CH:13][CH:14]=5)[NH:9][C:8]4=[O:16])[CH2:5][CH2:6]3)[CH:39]=2)=[O:33])=[CH:29][C:30]=1[CH3:31])[C:18]1[CH:19]=[CH:20][CH:21]=[CH:22][CH:23]=1. The catalyst class is: 3.